From a dataset of Catalyst prediction with 721,799 reactions and 888 catalyst types from USPTO. Predict which catalyst facilitates the given reaction. (1) Reactant: [CH2:1]([O:3][C:4]1[CH:9]=[CH:8][C:7]([C:10]2[CH:18]=[CH:17][CH:16]=[C:15]3[C:11]=2[CH2:12][CH2:13][C:14]3=[O:19])=[C:6]([OH:20])[C:5]=1[O:21][CH3:22])[CH3:2].C(=O)([O-])[O-].[K+].[K+].Br[CH2:30][C:31]([CH3:35])([CH3:34])[CH2:32][OH:33]. Product: [CH2:1]([O:3][C:4]1[CH:9]=[CH:8][C:7]([C:10]2[CH:18]=[CH:17][CH:16]=[C:15]3[C:11]=2[CH2:12][CH2:13][C:14]3=[O:19])=[C:6]([O:20][CH2:30][C:31]([CH3:35])([CH3:34])[CH2:32][OH:33])[C:5]=1[O:21][CH3:22])[CH3:2]. The catalyst class is: 10. (2) Reactant: [CH:1]1([N:7]2[CH2:11][CH2:10][CH:9]([CH2:12][C:13]3[CH:18]=[CH:17][CH:16]=[CH:15][C:14]=3[O:19]C)[C:8]2=[O:21])[CH2:6][CH2:5][CH2:4][CH2:3][CH2:2]1.B(Br)(Br)Br.[Cl-].[NH4+].[OH-].[Na+]. Product: [CH:1]1([N:7]2[CH2:11][CH2:10][CH:9]([CH2:12][C:13]3[CH:18]=[CH:17][CH:16]=[CH:15][C:14]=3[OH:19])[C:8]2=[O:21])[CH2:2][CH2:3][CH2:4][CH2:5][CH2:6]1. The catalyst class is: 4. (3) Reactant: [F:1][C:2]([F:17])([F:16])[C:3]1[CH:15]=[CH:14][C:6]2[CH2:7][CH:8]3[CH2:13][N:9]3[S:10](=[O:12])(=[O:11])[C:5]=2[CH:4]=1.[CH2:18]([CH2:20][NH2:21])[OH:19].C(N(CC)CC)C. Product: [OH:19][CH2:18][CH2:20][NH:21][CH2:13][CH:8]1[CH2:7][C:6]2[CH:14]=[CH:15][C:3]([C:2]([F:17])([F:16])[F:1])=[CH:4][C:5]=2[S:10](=[O:12])(=[O:11])[NH:9]1. The catalyst class is: 7. (4) Reactant: [Br:1][C:2]1[CH:3]=[C:4]([N:8]2[CH:13]=[CH:12][C:11](=O)[C:10]([CH2:15][O:16][C:17]3[CH:18]=[C:19]4[C:24](=[CH:25][CH:26]=3)[N:23]=[CH:22][CH:21]=[CH:20]4)=[N:9]2)[CH:5]=[CH:6][CH:7]=1.COC1C=CC(P2(SP(C3C=CC(OC)=CC=3)(=S)S2)=[S:36])=CC=1. Product: [Br:1][C:2]1[CH:3]=[C:4]([N:8]2[CH:13]=[CH:12][C:11](=[S:36])[C:10]([CH2:15][O:16][C:17]3[CH:18]=[C:19]4[C:24](=[CH:25][CH:26]=3)[N:23]=[CH:22][CH:21]=[CH:20]4)=[N:9]2)[CH:5]=[CH:6][CH:7]=1. The catalyst class is: 12.